From a dataset of Forward reaction prediction with 1.9M reactions from USPTO patents (1976-2016). Predict the product of the given reaction. Given the reactants CC(N=NC(C#N)(C)C)(C#N)C.C1C(=O)N([Br:20])C(=O)C1.[CH3:21][C:22]1[C:30]2[C:25](=[CH:26][CH:27]=[CH:28][CH:29]=2)[N:24]([C:31]2[CH:38]=[CH:37][CH:36]=[CH:35][C:32]=2[C:33]#[N:34])[N:23]=1, predict the reaction product. The product is: [Br:20][CH2:21][C:22]1[C:30]2[C:25](=[CH:26][CH:27]=[CH:28][CH:29]=2)[N:24]([C:31]2[CH:38]=[CH:37][CH:36]=[CH:35][C:32]=2[C:33]#[N:34])[N:23]=1.